From a dataset of Reaction yield outcomes from USPTO patents with 853,638 reactions. Predict the reaction yield, written as a fraction of the theoretical maximum amount of product (1.0 means a 100% yield; for example, 0.34 means a 34% yield). (1) The catalyst is CCO.O.[Fe]. The product is [CH3:1][O:2][C:3]1[CH:4]=[C:5]([NH2:10])[C:6]([NH2:7])=[CH:8][CH:9]=1. The reactants are [CH3:1][O:2][C:3]1[CH:9]=[CH:8][C:6]([NH2:7])=[C:5]([N+:10]([O-])=O)[CH:4]=1.[Cl-].[NH4+]. The yield is 0.690. (2) The reactants are [CH3:1][C:2]1[O:6][N:5]=[C:4]([C:7]2[CH:12]=[CH:11][CH:10]=[CH:9][CH:8]=2)[C:3]=1[CH2:13][O:14][C:15]1[CH:16]=[C:17]([CH:21]=[CH:22][N:23]=1)[C:18]([OH:20])=O.CC1ON=C(C2C=CC=CC=2)C=1COC1C=CC(C(O)=O)=CN=1.[F:47][C:48]([F:52])([F:51])[CH2:49][NH2:50]. No catalyst specified. The product is [CH3:1][C:2]1[O:6][N:5]=[C:4]([C:7]2[CH:8]=[CH:9][CH:10]=[CH:11][CH:12]=2)[C:3]=1[CH2:13][O:14][C:15]1[CH:16]=[C:17]([CH:21]=[CH:22][N:23]=1)[C:18]([NH:50][CH2:49][C:48]([F:52])([F:51])[F:47])=[O:20]. The yield is 0.510. (3) The reactants are [C:1]([O:5][C:6]([N:8]([C@@H:14]1[C:22]2[C:17](=[C:18]([C:23]3[S:27][C:26]([C:28]4[CH:33]=[CH:32][C:31]([O:34][CH:35]([CH3:37])[CH3:36])=[C:30]([C:38]#[N:39])[CH:29]=4)=[N:25][CH:24]=3)[CH:19]=[CH:20][CH:21]=2)[CH2:16][CH2:15]1)[CH2:9][C:10]([O:12]C)=[O:11])=[O:7])([CH3:4])([CH3:3])[CH3:2].[OH-].[Na+]. The catalyst is CO. The product is [C:1]([O:5][C:6]([N:8]([C@@H:14]1[C:22]2[C:17](=[C:18]([C:23]3[S:27][C:26]([C:28]4[CH:33]=[CH:32][C:31]([O:34][CH:35]([CH3:36])[CH3:37])=[C:30]([C:38]#[N:39])[CH:29]=4)=[N:25][CH:24]=3)[CH:19]=[CH:20][CH:21]=2)[CH2:16][CH2:15]1)[CH2:9][C:10]([OH:12])=[O:11])=[O:7])([CH3:3])([CH3:2])[CH3:4]. The yield is 0.940. (4) The reactants are N[C:2]1[CH:10]=[CH:9][C:8]([Br:11])=[CH:7][C:3]=1[C:4]([NH2:6])=[O:5].[N:12]1C=CC=CC=1.[F:18][C:19]1[CH:27]=[CH:26][CH:25]=[CH:24][C:20]=1[C:21](Cl)=[O:22].Cl. The catalyst is C(Cl)(Cl)Cl. The product is [F:18][C:19]1[CH:27]=[CH:26][CH:25]=[CH:24][C:20]=1[C:21]([C:2]1[C:10]([NH2:12])=[CH:9][C:8]([Br:11])=[CH:7][C:3]=1[C:4]([NH2:6])=[O:5])=[O:22]. The yield is 0.570. (5) The reactants are [C:1](=[O:12])(OC(Cl)(Cl)Cl)OC(Cl)(Cl)Cl.[NH2:13][C:14]1[CH:15]=[C:16]([CH:33]=[CH:34][C:35]=1[F:36])[O:17][C:18]1[N:23]=[C:22]2[S:24][C:25]([NH:27][C:28]([CH:30]3[CH2:32][CH2:31]3)=[O:29])=[N:26][C:21]2=[CH:20][CH:19]=1.C(N(CC)CC)C.[F:44][C:45]([F:55])([F:54])[C:46]1[CH:47]=[C:48]([CH2:52][NH2:53])[CH:49]=[CH:50][CH:51]=1. The catalyst is O1CCCC1.C(OCC)(=O)C. The product is [F:36][C:35]1[CH:34]=[CH:33][C:16]([O:17][C:18]2[N:23]=[C:22]3[S:24][C:25]([NH:27][C:28]([CH:30]4[CH2:32][CH2:31]4)=[O:29])=[N:26][C:21]3=[CH:20][CH:19]=2)=[CH:15][C:14]=1[NH:13][C:1](=[O:12])[NH:53][CH2:52][C:48]1[CH:49]=[CH:50][CH:51]=[C:46]([C:45]([F:44])([F:54])[F:55])[CH:47]=1. The yield is 0.500.